From a dataset of Catalyst prediction with 721,799 reactions and 888 catalyst types from USPTO. Predict which catalyst facilitates the given reaction. (1) Reactant: [NH2:1][C:2]1[CH:10]=[C:9]([Cl:11])[CH:8]=[CH:7][C:3]=1[C:4]([NH2:6])=[O:5].[CH2:12](OC(OCC)OCC)C.O1CCOCC1.C([O-])(O)=O.[Na+]. Product: [Cl:11][C:9]1[CH:10]=[C:2]2[C:3]([C:4](=[O:5])[NH:6][CH:12]=[N:1]2)=[CH:7][CH:8]=1. The catalyst class is: 264. (2) Reactant: [NH:1]1[CH2:6][CH2:5][CH2:4][C@@H:3]([NH:7][C:8](=[O:14])[O:9][C:10]([CH3:13])([CH3:12])[CH3:11])[CH2:2]1.[Br:15][C:16]1[C:17](F)=[C:18]2[C:24]([NH:25][C:26](=[O:34])[C:27]3[CH:32]=[C:31]([CH3:33])[CH:30]=[N:29][CH:28]=3)=[CH:23][NH:22][C:19]2=[N:20][CH:21]=1. Product: [Br:15][C:16]1[C:17]([N:1]2[CH2:6][CH2:5][CH2:4][C@@H:3]([NH:7][C:8](=[O:14])[O:9][C:10]([CH3:11])([CH3:13])[CH3:12])[CH2:2]2)=[C:18]2[C:24]([NH:25][C:26](=[O:34])[C:27]3[CH:32]=[C:31]([CH3:33])[CH:30]=[N:29][CH:28]=3)=[CH:23][NH:22][C:19]2=[N:20][CH:21]=1. The catalyst class is: 114. (3) Reactant: [CH:1]12[CH2:10][CH:5]3[CH2:6][CH:7]([CH2:9][CH:3]([CH2:4]3)[CH:2]1[NH:11][C:12]([N:14]1[CH2:18][CH2:17]N=[CH:15]1)=[O:13])[CH2:8]2.[CH3:19][O:20][C:21](=[O:33])[C:22]1[CH:27]=[CH:26][C:25]([O:28]CCNC)=[CH:24][CH:23]=1.O. Product: [CH3:19][O:20][C:21](=[O:33])[C:22]1[CH:27]=[CH:26][C:25]([O:28][CH2:17][CH2:18][N:14]([CH3:15])[C:12]([NH:11][CH:2]2[CH:1]3[CH2:8][CH:7]4[CH2:6][CH:5]([CH2:4][CH:3]2[CH2:9]4)[CH2:10]3)=[O:13])=[CH:24][CH:23]=1. The catalyst class is: 2. (4) Product: [NH2:32][C:29]1[CH:30]=[CH:31][C:26]([CH2:25][N:10]([C:7]2[CH:6]=[CH:5][C:4]([CH:1]([CH3:3])[CH3:2])=[CH:9][CH:8]=2)[C:11]([CH:13]2[C:22]3[C:17](=[CH:18][CH:19]=[C:20]([O:23][CH3:24])[CH:21]=3)[CH2:16][CH2:15][CH2:14]2)=[O:12])=[CH:27][CH:28]=1. The catalyst class is: 8. Reactant: [CH:1]([C:4]1[CH:9]=[CH:8][C:7]([N:10]([CH2:25][C:26]2[CH:31]=[CH:30][C:29]([N+:32]([O-])=O)=[CH:28][CH:27]=2)[C:11]([CH:13]2[C:22]3[C:17](=[CH:18][CH:19]=[C:20]([O:23][CH3:24])[CH:21]=3)[CH2:16][CH2:15][CH2:14]2)=[O:12])=[CH:6][CH:5]=1)([CH3:3])[CH3:2].Cl.